Dataset: Experimentally validated miRNA-target interactions with 360,000+ pairs, plus equal number of negative samples. Task: Binary Classification. Given a miRNA mature sequence and a target amino acid sequence, predict their likelihood of interaction. (1) The miRNA is hsa-miR-146b-5p with sequence UGAGAACUGAAUUCCAUAGGCUG. The protein sequence of the target gene is MANRGATRPNGPNTGNKICQFKLVLLGESAVGKSSLVLRFVKGQFHEFQESTIGAAFLTQTVCLDDTTVKFEIWDTAGQERYHSLAPMYYRGAQAAIVVYDITNEESFARAKNWVKELQRQASPNIVIALSGNKADLANKRAVDFQEAQSYADDNSLLFMETSAKTSMNVNEIFMAIAKKLPKNEPQNPGANSARGRGVDLTEPAQPARSQCCSN. Result: 0 (no interaction). (2) The miRNA is hsa-miR-1469 with sequence CUCGGCGCGGGGCGCGGGCUCC. The protein sequence of the target gene is MDAFTRFTNQTQGRDRLFRATQYTCMLLRYLLEPKAGKEKVVMKLKKLESSVSTGRKWFRLGNVVHAIQATEQSIHATDLVPRLCLTLANLNRVIYFICDTILWVRSVGLTSGINKEKWRTRAAHHYYYSLLLSLVRDLYEISLQMKRVTCDRAKKEKSASQDPLWFSVAEEETEWLQSFLLLLFRSLKQHPPLLLDTVKNLCDILNPLDQLGIYKSNPGIIGLGGLVSSIAGMITVAYPQMKLKTR. Result: 0 (no interaction). (3) The miRNA is hsa-miR-4698 with sequence UCAAAAUGUAGAGGAAGACCCCA. The protein sequence of the target gene is MSLGQRLALLASRLQEPQRVASFQRLCGVEVPLSSPAADEDAETEVRGAPGEPRRRGRQPGAEDSPAKADCCGAPNGVRNGLAAEPGPTGPRRAGSQRRNSLTGEEGELVKVSNLPLYYLFCLGTELGNELFYILFFPFWIWNLDPFVGRRLVIIWVLVMYLGQCTKDIIRWPRPASPPVIKLEVFYNSEYSMPSTHAMSGTAIPIAMFLLTYGRWQYPLIYGLILIPCWSSLVCLSRIYMGMHSILDVIAGFLYTILILIIFYPLVDLIDNFNQTYKYAPLIIIGLHLILGIFSFTLDT.... Result: 0 (no interaction). (4) The miRNA is mmu-miR-708-5p with sequence AAGGAGCUUACAAUCUAGCUGGG. The protein sequence of the target gene is MLLLELPIKCRMCGRFLRQLLAQESQHSTPVGRFLLPMLMGFRLLILVSSGPGVFGNDENEFICHLGQPGCKTICYDVFRPLSPLRFWAFQVILMAVPSAIYVAFTLYHVIGYWEVPGKENKEQETQISKGDHSKDVSGAKSLKLLWAYVAHLGVRLALEGAALGVQYNLYGFKMSSTFICREDPCIGSTTCFQSHPSEKTIFLNIMFGISGACFLFIFLELALLGLGRFWRIYKHKLSFLKKLPTSESSVRSKDTTDELSVVEAKEPF. Result: 1 (interaction). (5) The miRNA is mmu-miR-30c-5p with sequence UGUAAACAUCCUACACUCUCAGC. The protein sequence of the target gene is MVSWMICRLVVLIFGMLYPAYASYKAVKSKNIREYVRWMMYWIVFAIFMAAETFTDIFISWFPFYYEFKMAFVLWLLSPYTKGASLLYRKFVHPSLSRHEKEIDACIVQAKERSYETMLSFGKRSLNIAASAAVQAATKSQGALAGRLRSFSMQDLRSIPDTPVPTYQDPLYLEDQVPRRRPPIGYRPGGLQGSDTEDECWSDNEIVPQPPVRPREKPLGRSQSLRVVKRKPLTREGTSRSLKVRTRKKAMPSDMDS. Result: 1 (interaction). (6) The miRNA is dme-miR-315-5p with sequence UUUUGAUUGUUGCUCAGAAAGC. The protein sequence of the target gene is MSQSNRELVVDFLSYKLSQKGYSWSQFSDVEENRTEAPEETEPERETPSAINGNPSWHLADSPAVNGATGHSSSLDAREVIPMAAVKQALREAGDEFELRYRRAFSDLTSQLHITPGTAYQSFEQVVNELFRDGVNWGRIVAFFSFGGALCVESVDKEMQVLVSRIASWMATYLNDHLEPWIQENGGWDTFVDLYGNNAAAESRKGQERFNRWFLTGMTVAGVVLLGSLFSRK. Result: 0 (no interaction).